Task: Regression. Given a peptide amino acid sequence and an MHC pseudo amino acid sequence, predict their binding affinity value. This is MHC class II binding data.. Dataset: Peptide-MHC class II binding affinity with 134,281 pairs from IEDB (1) The peptide sequence is INLIIHYVDRPGALG. The MHC is HLA-DPA10301-DPB10402 with pseudo-sequence HLA-DPA10301-DPB10402. The binding affinity (normalized) is 0.170. (2) The peptide sequence is LNKFVSPKSVIGRFV. The MHC is DRB3_0101 with pseudo-sequence DRB3_0101. The binding affinity (normalized) is 0.0373.